Dataset: Full USPTO retrosynthesis dataset with 1.9M reactions from patents (1976-2016). Task: Predict the reactants needed to synthesize the given product. (1) Given the product [Cl:30][C:19]1[CH:18]=[C:17]([C:14]2[CH:15]=[CH:16][C:11]([S:10][C:5]3[CH:6]=[CH:7][CH:8]=[CH:9][C:4]=3[CH:1]([CH3:3])[CH3:2])=[C:12]([C:24]([F:26])([F:25])[F:27])[CH:13]=2)[N:22]=[CH:21][N:20]=1, predict the reactants needed to synthesize it. The reactants are: [CH:1]([C:4]1[CH:9]=[CH:8][CH:7]=[CH:6][C:5]=1[S:10][C:11]1[CH:16]=[CH:15][C:14]([C:17]2[N:22]=[CH:21][N:20]=[C:19](O)[CH:18]=2)=[CH:13][C:12]=1[C:24]([F:27])([F:26])[F:25])([CH3:3])[CH3:2].O=P(Cl)(Cl)[Cl:30]. (2) Given the product [CH3:35][C:32]1[CH:33]=[CH:34][C:29]([CH2:27][CH2:28][C:2]2[C:3]([OH:25])=[CH:4][C:5]([OH:23])=[C:6]([C:8]3[N:12]([C:13]4[CH:22]=[CH:21][C:16]5[O:17][CH2:18][CH2:19][O:20][C:15]=5[CH:14]=4)[N:11]=[CH:10][CH:9]=3)[CH:7]=2)=[CH:30][CH:31]=1, predict the reactants needed to synthesize it. The reactants are: I[C:2]1[C:3]([O:25]C)=[CH:4][C:5]([O:23]C)=[C:6]([C:8]2[N:12]([C:13]3[CH:22]=[CH:21][C:16]4[O:17][CH2:18][CH2:19][O:20][C:15]=4[CH:14]=3)[N:11]=[CH:10][CH:9]=2)[CH:7]=1.[CH:27]([C:29]1[CH:34]=[CH:33][C:32]([CH3:35])=[CH:31][CH:30]=1)=[CH2:28]. (3) Given the product [C:1]([O:5][C:6]([N:8]1[CH2:9][CH2:10][CH:11]([C:14]2[CH:19]=[CH:18][C:17]([C:20]([OH:22])=[O:21])=[CH:16][C:15]=2[S:24]([CH3:27])(=[O:26])=[O:25])[CH2:12][CH2:13]1)=[O:7])([CH3:4])([CH3:3])[CH3:2], predict the reactants needed to synthesize it. The reactants are: [C:1]([O:5][C:6]([N:8]1[CH2:13][CH2:12][CH:11]([C:14]2[CH:19]=[CH:18][C:17]([C:20]([O:22]C)=[O:21])=[CH:16][C:15]=2[S:24]([CH3:27])(=[O:26])=[O:25])[CH2:10][CH2:9]1)=[O:7])([CH3:4])([CH3:3])[CH3:2].O.[OH-].[Li+]. (4) Given the product [CH2:18]([O:1][C:2]1[C:7]([CH2:8][CH:9]=[C:10]([CH3:12])[CH3:11])=[C:6]([O:13][CH3:14])[CH:5]=[CH:4][C:3]=1[C:15](=[O:17])[CH3:16])[C:19]1[CH:24]=[CH:23][CH:22]=[CH:21][CH:20]=1, predict the reactants needed to synthesize it. The reactants are: [OH:1][C:2]1[C:7]([CH2:8][CH:9]=[C:10]([CH3:12])[CH3:11])=[C:6]([O:13][CH3:14])[CH:5]=[CH:4][C:3]=1[C:15](=[O:17])[CH3:16].[CH2:18](Br)[C:19]1[CH:24]=[CH:23][CH:22]=[CH:21][CH:20]=1.C(=O)([O-])[O-].[K+].[K+]. (5) Given the product [C@@H:14]1([OH:13])[CH2:15][CH2:6][CH2:5][CH2:4][CH2:3][CH2:2][C@@H:1]1[OH:17], predict the reactants needed to synthesize it. The reactants are: [CH:1]1CC[CH2:6][CH2:5][CH2:4][CH2:3][CH:2]=1.C[N+]1([O-])[CH2:15][CH2:14][O:13]CC1.[OH2:17]. (6) Given the product [CH3:1][O:2][C:3](=[O:14])[CH2:4][O:5][C:6]1[CH:11]=[CH:10][C:9]([O:12][CH2:32][C:30]2[S:31][C:27]([C:24]3[CH:25]=[CH:26][C:21]([C:35]4[CH:36]=[CH:37][CH:38]=[CH:39][CH:40]=4)=[CH:22][CH:23]=3)=[C:28]([Br:34])[N:29]=2)=[CH:8][C:7]=1[CH3:13], predict the reactants needed to synthesize it. The reactants are: [CH3:1][O:2][C:3](=[O:14])[CH2:4][O:5][C:6]1[CH:11]=[CH:10][C:9]([OH:12])=[CH:8][C:7]=1[CH3:13].C([O-])([O-])=O.[Cs+].[Cs+].[C:21]1([C:35]2[CH:40]=[CH:39][CH:38]=[CH:37][CH:36]=2)[CH:26]=[CH:25][C:24]([C:27]2[S:31][C:30]([CH2:32]Br)=[N:29][C:28]=2[Br:34])=[CH:23][CH:22]=1.